This data is from Full USPTO retrosynthesis dataset with 1.9M reactions from patents (1976-2016). The task is: Predict the reactants needed to synthesize the given product. (1) Given the product [F:34][C:35]1[CH:42]=[CH:41][CH:40]=[C:39]([F:43])[C:36]=1[CH2:37][NH:38][C:27](=[O:28])[CH2:26][CH:24]1[O:23][N:22]=[C:21]([C:19]2[N:20]=[C:16]([CH:13]3[CH2:12][CH2:11][N:10]([C:8](=[O:9])[CH2:7][N:6]4[C:2]([CH3:1])=[CH:3][C:4]([C:30]([F:32])([F:31])[F:33])=[N:5]4)[CH2:15][CH2:14]3)[S:17][CH:18]=2)[CH2:25]1, predict the reactants needed to synthesize it. The reactants are: [CH3:1][C:2]1[N:6]([CH2:7][C:8]([N:10]2[CH2:15][CH2:14][CH:13]([C:16]3[S:17][CH:18]=[C:19]([C:21]4[CH2:25][CH:24]([CH2:26][C:27](O)=[O:28])[O:23][N:22]=4)[N:20]=3)[CH2:12][CH2:11]2)=[O:9])[N:5]=[C:4]([C:30]([F:33])([F:32])[F:31])[CH:3]=1.[F:34][C:35]1[CH:42]=[CH:41][CH:40]=[C:39]([F:43])[C:36]=1[CH2:37][NH2:38].C(N=C=NCCCN(C)C)C.C(Cl)Cl. (2) Given the product [F:1][C:2]1[CH:7]=[C:6]([C:8]2[CH:9]=[C:10]3[C:16]([I:30])=[CH:15][NH:14][C:11]3=[N:12][CH:13]=2)[CH:5]=[CH:4][C:3]=1[CH:17]1[CH2:22][CH2:21][N:20]([C:23]([O:25][C:26]([CH3:29])([CH3:28])[CH3:27])=[O:24])[CH2:19][CH2:18]1, predict the reactants needed to synthesize it. The reactants are: [F:1][C:2]1[CH:7]=[C:6]([C:8]2[CH:9]=[C:10]3[CH:16]=[CH:15][NH:14][C:11]3=[N:12][CH:13]=2)[CH:5]=[CH:4][C:3]=1[CH:17]1[CH2:22][CH2:21][N:20]([C:23]([O:25][C:26]([CH3:29])([CH3:28])[CH3:27])=[O:24])[CH2:19][CH2:18]1.[I:30]N1C(=O)CCC1=O. (3) Given the product [N:21]1([CH2:20][CH2:19][O:18][C:11]2[C:12]3[C:17](=[CH:16][CH:15]=[CH:14][CH:13]=3)[C:8]([NH:7][C:5](=[O:6])[C:4]3[CH:27]=[CH:28][CH:29]=[C:2]([N:36]4[CH2:41][CH2:40][CH2:39][CH2:38][CH2:37]4)[CH:3]=3)=[CH:9][CH:10]=2)[CH2:26][CH2:25][O:24][CH2:23][CH2:22]1, predict the reactants needed to synthesize it. The reactants are: Br[C:2]1[CH:3]=[C:4]([CH:27]=[CH:28][CH:29]=1)[C:5]([NH:7][C:8]1[C:17]2[C:12](=[CH:13][CH:14]=[CH:15][CH:16]=2)[C:11]([O:18][CH2:19][CH2:20][N:21]2[CH2:26][CH2:25][O:24][CH2:23][CH2:22]2)=[CH:10][CH:9]=1)=[O:6].C(=O)([O-])[O-].[Cs+].[Cs+].[NH:36]1[CH2:41][CH2:40][CH2:39][CH2:38][CH2:37]1. (4) Given the product [Cl:1][C:2]1[CH:7]=[CH:6][C:5]([C:8]2[N:12]([CH2:13][C:14]3[CH:19]=[CH:18][CH:17]=[CH:16][C:15]=3[F:20])[C:11](=[O:21])[N:10]([CH2:22][C:23]([NH:50][CH2:49][CH2:48][C:43]3[CH:44]=[CH:45][CH:46]=[CH:47][C:42]=3[C:41]([F:40])([F:51])[F:52])=[O:24])[N:9]=2)=[CH:4][CH:3]=1, predict the reactants needed to synthesize it. The reactants are: [Cl:1][C:2]1[CH:7]=[CH:6][C:5]([C:8]2[N:12]([CH2:13][C:14]3[CH:19]=[CH:18][CH:17]=[CH:16][C:15]=3[F:20])[C:11](=[O:21])[N:10]([CH2:22][C:23](O)=[O:24])[N:9]=2)=[CH:4][CH:3]=1.C1C=CC2N(O)N=NC=2C=1.C(Cl)CCl.[F:40][C:41]([F:52])([F:51])[C:42]1[CH:47]=[CH:46][CH:45]=[CH:44][C:43]=1[CH2:48][CH2:49][NH2:50].